Task: Predict the reactants needed to synthesize the given product.. Dataset: Full USPTO retrosynthesis dataset with 1.9M reactions from patents (1976-2016) (1) Given the product [Cl:1][C:2]1[CH:3]=[CH:4][C:5]([O:6][CH:7]([CH2:13][C:14]2[CH:15]=[CH:16][C:17]([O:20][CH2:21][CH2:22][NH:23][C:24](=[O:37])[C:25]3[CH:30]=[CH:29][C:28]([C:31]4[CH:36]=[CH:35][CH:34]=[CH:33][N:32]=4)=[CH:27][CH:26]=3)=[CH:18][CH:19]=2)[C:8]([OH:10])=[O:9])=[CH:38][CH:39]=1, predict the reactants needed to synthesize it. The reactants are: [Cl:1][C:2]1[CH:39]=[CH:38][C:5]([O:6][CH:7]([CH2:13][C:14]2[CH:19]=[CH:18][C:17]([O:20][CH2:21][CH2:22][NH:23][C:24](=[O:37])[C:25]3[CH:30]=[CH:29][C:28]([C:31]4[CH:36]=[CH:35][CH:34]=[CH:33][N:32]=4)=[CH:27][CH:26]=3)=[CH:16][CH:15]=2)[C:8]([O:10]CC)=[O:9])=[CH:4][CH:3]=1.[OH-].[Na+]. (2) Given the product [CH3:1][O:2][C:3]1[CH:4]=[CH:5][C:6]([CH2:7][O:8][C:9]2[CH:10]=[CH:11][C:12](=[N:15][S:16]([C:19]3[CH:24]=[CH:23][C:22]([CH3:25])=[CH:21][CH:20]=3)(=[O:18])=[O:17])[N:13]([CH:29]([CH3:33])[C:30]([NH2:32])=[O:31])[CH:14]=2)=[CH:26][CH:27]=1, predict the reactants needed to synthesize it. The reactants are: [CH3:1][O:2][C:3]1[CH:27]=[CH:26][C:6]([CH2:7][O:8][C:9]2[CH:10]=[CH:11][C:12]([NH:15][S:16]([C:19]3[CH:24]=[CH:23][C:22]([CH3:25])=[CH:21][CH:20]=3)(=[O:18])=[O:17])=[N:13][CH:14]=2)=[CH:5][CH:4]=1.Br[CH:29]([CH3:33])[C:30]([NH2:32])=[O:31].C(N(CC)C(C)C)(C)C.C(OCC)(=O)C. (3) Given the product [C:37]([O:41][C:42]([N:44]1[CH2:49][CH2:48][N:47]([C:19]2[S:20][C:16](=[CH:15][C:11]3[CH:10]=[C:9]4[C:14](=[CH:13][CH:12]=3)[N:6]([CH2:5][C:4]3[CH:27]=[CH:28][C:29]([C:31]([F:33])([F:34])[F:32])=[CH:30][C:3]=3[C:2]([F:1])([F:35])[F:36])[N:7]=[C:8]4[C:25]#[N:26])[C:17](=[O:24])[N:18]=2)[CH2:46][C@@H:45]1[CH2:50][OH:51])=[O:43])([CH3:40])([CH3:39])[CH3:38], predict the reactants needed to synthesize it. The reactants are: [F:1][C:2]([F:36])([F:35])[C:3]1[CH:30]=[C:29]([C:31]([F:34])([F:33])[F:32])[CH:28]=[CH:27][C:4]=1[CH2:5][N:6]1[C:14]2[C:9](=[CH:10][C:11]([CH:15]=[C:16]3[S:20][C:19](SCC)=[N:18][C:17]3=[O:24])=[CH:12][CH:13]=2)[C:8]([C:25]#[N:26])=[N:7]1.[C:37]([O:41][C:42]([N:44]1[CH2:49][CH2:48][NH:47][CH2:46][C@@H:45]1[CH2:50][OH:51])=[O:43])([CH3:40])([CH3:39])[CH3:38]. (4) Given the product [CH2:37]([NH:47][S:25]([C:2]([F:29])([F:1])[C:3]([F:23])([F:24])[C:4]([F:22])([F:21])[C:5]([F:20])([F:19])[C:6]([F:17])([F:18])[C:7]([F:15])([F:16])[C:8]([F:13])([F:14])[C:9]([F:11])([F:12])[F:10])(=[O:27])=[O:26])[CH2:38][CH2:39][CH2:40][CH2:41][CH2:42][CH2:43][CH2:44][CH2:45][CH3:46], predict the reactants needed to synthesize it. The reactants are: [F:1][C:2]([F:29])([S:25](F)(=[O:27])=[O:26])[C:3]([F:24])([F:23])[C:4]([F:22])([F:21])[C:5]([F:20])([F:19])[C:6]([F:18])([F:17])[C:7]([F:16])([F:15])[C:8]([F:14])([F:13])[C:9]([F:12])([F:11])[F:10].C(N(CC)CC)C.[CH2:37]([NH2:47])[CH2:38][CH2:39][CH2:40][CH2:41][CH2:42][CH2:43][CH2:44][CH2:45][CH3:46]. (5) Given the product [OH:13][C:15]1([CH2:14][N:8]2[C:7](=[O:12])[C:6]3[C:11](=[C:2]([CH3:1])[CH:3]=[CH:4][CH:5]=3)[N:10]=[CH:9]2)[CH2:16][CH2:17][N:18]([C:21]([O:23][C:24]([CH3:27])([CH3:26])[CH3:25])=[O:22])[CH2:19][CH2:20]1, predict the reactants needed to synthesize it. The reactants are: [CH3:1][C:2]1[CH:3]=[CH:4][CH:5]=[C:6]2[C:11]=1[N:10]=[CH:9][NH:8][C:7]2=[O:12].[O:13]1[C:15]2([CH2:20][CH2:19][N:18]([C:21]([O:23][C:24]([CH3:27])([CH3:26])[CH3:25])=[O:22])[CH2:17][CH2:16]2)[CH2:14]1.C(=O)([O-])[O-].[Cs+].[Cs+]. (6) Given the product [C:6]1([C:16]2[C:2]3[NH:1][C:5](=[CH:4][CH:3]=3)[C:16]([C:6]3[C:15]4[C:10](=[CH:11][CH:12]=[CH:13][CH:14]=4)[CH:9]=[CH:8][CH:7]=3)=[C:5]3[N:1]=[C:2]([CH:3]=[CH:4]3)[C:16]([C:6]3[C:15]4[C:10](=[CH:11][CH:12]=[CH:13][CH:14]=4)[CH:9]=[CH:8][CH:7]=3)=[C:2]3[NH:1][C:5]([CH:4]=[CH:3]3)=[C:16]([C:6]3[C:15]4[C:10](=[CH:11][CH:12]=[CH:13][CH:14]=4)[CH:9]=[CH:8][CH:7]=3)[C:5]3=[N:1][C:2]=2[CH:3]=[CH:4]3)[C:15]2[C:10](=[CH:11][CH:12]=[CH:13][CH:14]=2)[CH:9]=[CH:8][CH:7]=1, predict the reactants needed to synthesize it. The reactants are: [NH:1]1[CH:5]=[CH:4][CH:3]=[CH:2]1.[C:6]1([CH:16]=O)[C:15]2[C:10](=[CH:11][CH:12]=[CH:13][CH:14]=2)[CH:9]=[CH:8][CH:7]=1.